From a dataset of Catalyst prediction with 721,799 reactions and 888 catalyst types from USPTO. Predict which catalyst facilitates the given reaction. (1) Reactant: [N:1]([CH2:4][C@H:5]([OH:17])[C@H:6]([O:9][CH2:10][C:11]1[CH:16]=[CH:15][CH:14]=[CH:13][CH:12]=1)[CH:7]=[CH2:8])=[N+:2]=[N-:3].[CH2:18](Br)[C:19]1[CH:24]=[CH:23][CH:22]=[CH:21][CH:20]=1.[H-].[Na+]. Product: [N:1]([CH2:4][C@H:5]([O:17][CH2:18][C:19]1[CH:24]=[CH:23][CH:22]=[CH:21][CH:20]=1)[C@H:6]([O:9][CH2:10][C:11]1[CH:12]=[CH:13][CH:14]=[CH:15][CH:16]=1)[CH:7]=[CH2:8])=[N+:2]=[N-:3]. The catalyst class is: 807. (2) Reactant: [CH3:1][C:2]1([CH3:16])[C:6]([CH3:8])([CH3:7])[O:5][B:4]([C:9]2[CH:15]=[CH:14][C:12]([NH2:13])=[CH:11][CH:10]=2)[O:3]1.[CH:17]1([S:20](Cl)(=[O:22])=[O:21])[CH2:19][CH2:18]1. Product: [CH3:8][C:6]1([CH3:7])[C:2]([CH3:16])([CH3:1])[O:3][B:4]([C:9]2[CH:15]=[CH:14][C:12]([NH:13][S:20]([CH:17]3[CH2:19][CH2:18]3)(=[O:22])=[O:21])=[CH:11][CH:10]=2)[O:5]1. The catalyst class is: 17. (3) Reactant: [C:1]1([CH3:11])[CH:6]=[CH:5][CH:4]=[C:3]([CH2:7][C:8](O)=[O:9])[CH:2]=1.Cl.[CH3:13][NH:14][O:15][CH3:16].Cl.CN(C)CCCN=C=NCC.OC1C2N=NNC=2C=CC=1.C(N(CC)CC)C. Product: [CH3:16][O:15][N:14]([CH3:13])[C:8](=[O:9])[CH2:7][C:3]1[CH:2]=[C:1]([CH3:11])[CH:6]=[CH:5][CH:4]=1. The catalyst class is: 4.